This data is from CYP2C19 inhibition data for predicting drug metabolism from PubChem BioAssay. The task is: Regression/Classification. Given a drug SMILES string, predict its absorption, distribution, metabolism, or excretion properties. Task type varies by dataset: regression for continuous measurements (e.g., permeability, clearance, half-life) or binary classification for categorical outcomes (e.g., BBB penetration, CYP inhibition). Dataset: cyp2c19_veith. (1) The result is 0 (non-inhibitor). The compound is COc1ccc(-c2cc(C(=O)O)c3c(C)nn(-c4ccccn4)c3n2)cc1. (2) The drug is O=C(O)c1ccccc1O.Oc1cccc2cccnc12. The result is 0 (non-inhibitor). (3) The drug is Nc1nc(SCc2ccc([N+](=O)[O-])cc2)c2ncn([C@@H]3O[C@@H](CO)[C@@H](O)[C@H]3O)c2n1. The result is 0 (non-inhibitor).